Dataset: Reaction yield outcomes from USPTO patents with 853,638 reactions. Task: Predict the reaction yield, written as a fraction of the theoretical maximum amount of product (1.0 means a 100% yield; for example, 0.34 means a 34% yield). (1) The reactants are CC(C)=[O:3].OS(O)(=O)=O.O=[Cr](=O)=O.[CH2:14]([C:16]1([S:24]([C:27]2[CH:32]=[CH:31][CH:30]=[C:29]([C:33]([F:36])([F:35])[F:34])[CH:28]=2)(=[O:26])=[O:25])[CH2:21][CH2:20][O:19][CH:18]([CH2:22][OH:23])[CH2:17]1)[CH3:15]. The catalyst is CC(C)=O. The product is [CH2:14]([C:16]1([S:24]([C:27]2[CH:32]=[CH:31][CH:30]=[C:29]([C:33]([F:35])([F:36])[F:34])[CH:28]=2)(=[O:25])=[O:26])[CH2:21][CH2:20][O:19][CH:18]([C:22]([OH:3])=[O:23])[CH2:17]1)[CH3:15]. The yield is 0.510. (2) The reactants are [Cl:1][C:2]1[CH:8]=[CH:7][CH:6]=[CH:5][C:3]=1[NH2:4].[Br:9][C:10]1[C:11]([F:21])=[C:12]([F:20])[C:13](F)=[C:14]([CH:18]=1)[C:15]([OH:17])=[O:16].[Li+].C[Si]([N-][Si](C)(C)C)(C)C. The catalyst is C1COCC1. The product is [Br:9][C:10]1[C:11]([F:21])=[C:12]([F:20])[C:13]([NH:4][C:3]2[CH:5]=[CH:6][CH:7]=[CH:8][C:2]=2[Cl:1])=[C:14]([CH:18]=1)[C:15]([OH:17])=[O:16]. The yield is 0.896. (3) The reactants are [F:1][C:2]([F:29])([O:7][C:8]1[CH:13]=[CH:12][C:11]([N:14]2[CH:18]=[N:17][C:16]([C:19]3[CH:28]=[CH:27][C:22]([C:23]([O:25]C)=[O:24])=[CH:21][CH:20]=3)=[N:15]2)=[CH:10][CH:9]=1)[C:3]([F:6])([F:5])[F:4].C1COCC1.O.[OH-].[Li+].Cl. The catalyst is O. The product is [F:29][C:2]([F:1])([O:7][C:8]1[CH:9]=[CH:10][C:11]([N:14]2[CH:18]=[N:17][C:16]([C:19]3[CH:20]=[CH:21][C:22]([C:23]([OH:25])=[O:24])=[CH:27][CH:28]=3)=[N:15]2)=[CH:12][CH:13]=1)[C:3]([F:6])([F:5])[F:4]. The yield is 0.960. (4) The reactants are [CH2:1]([O:8][C:9]([NH:11][C@H:12]([C:16]1[CH:21]=[CH:20][CH:19]=[CH:18][CH:17]=1)[C:13]([OH:15])=O)=[O:10])[C:2]1[CH:7]=[CH:6][CH:5]=[CH:4][CH:3]=1.[C:22]([O:26][CH2:27][C@@H:28]([C:30]([O:32][C:33]([CH3:36])([CH3:35])[CH3:34])=[O:31])[NH2:29])([CH3:25])([CH3:24])[CH3:23].N1C(C)=CC=CC=1C.CN(C(ON1N=NC2C=CC=CC1=2)=[N+](C)C)C.[B-](F)(F)(F)F. The catalyst is C(Cl)Cl. The product is [CH2:1]([O:8][C:9]([NH:11][C@H:12]([C:16]1[CH:21]=[CH:20][CH:19]=[CH:18][CH:17]=1)[C:13]([NH:29][C@H:28]([C:30]([O:32][C:33]([CH3:36])([CH3:35])[CH3:34])=[O:31])[CH2:27][O:26][C:22]([CH3:25])([CH3:23])[CH3:24])=[O:15])=[O:10])[C:2]1[CH:3]=[CH:4][CH:5]=[CH:6][CH:7]=1. The yield is 0.970. (5) The reactants are [CH3:1][C:2]1[C:7]([OH:8])=[C:6]([C:9]#[N:10])[C:5]([CH2:11][O:12]C(=O)C)=[CH:4][N:3]=1.CO.[ClH:18]. The catalyst is [Pd]. The product is [CH3:1][C:2]1[C:7]([OH:8])=[C:6]([CH2:9][NH2:10])[C:5]([CH2:11][OH:12])=[CH:4][N:3]=1.[ClH:18].[ClH:18]. The yield is 0.830. (6) The reactants are [CH:1](=O)[C:2]1[C:3](=[CH:5][CH:6]=[CH:7][CH:8]=1)[OH:4].[NH2:10][CH2:11][CH2:12][NH:13][C:14](=[O:20])[O:15][C:16]([CH3:19])([CH3:18])[CH3:17].[BH4-].[Na+]. The catalyst is CO.C(Cl)Cl. The product is [OH:4][C:3]1[CH:5]=[CH:6][CH:7]=[CH:8][C:2]=1[CH2:1][NH:10][CH2:11][CH2:12][NH:13][C:14](=[O:20])[O:15][C:16]([CH3:18])([CH3:17])[CH3:19]. The yield is 0.970. (7) The reactants are [F:1][C:2]1[CH:3]=[CH:4][C:5]([CH3:33])=[C:6]([CH:32]=1)[O:7][CH2:8][C:9]1[C:10]([C:23]2[CH:28]=[CH:27][C:26]([OH:29])=[CH:25][C:24]=2[O:30][CH3:31])=[CH:11][CH:12]=[C:13]2[C:18]=1[N:17]([CH3:19])[C:16](=[O:20])[C:15]([CH3:22])([CH3:21])[NH:14]2.C(N(CC)CC)C.[C:41](Cl)(=[O:45])[CH2:42][CH2:43][CH3:44]. The catalyst is O1CCCC1. The product is [C:41]([O:29][C:26]1[CH:27]=[CH:28][C:23]([C:10]2[C:9]([CH2:8][O:7][C:6]3[CH:32]=[C:2]([F:1])[CH:3]=[CH:4][C:5]=3[CH3:33])=[C:18]3[C:13]([NH:14][C:15]([CH3:22])([CH3:21])[C:16](=[O:20])[N:17]3[CH3:19])=[CH:12][CH:11]=2)=[C:24]([O:30][CH3:31])[CH:25]=1)(=[O:45])[CH2:42][CH2:43][CH3:44]. The yield is 0.920.